Dataset: Reaction yield outcomes from USPTO patents with 853,638 reactions. Task: Predict the reaction yield, written as a fraction of the theoretical maximum amount of product (1.0 means a 100% yield; for example, 0.34 means a 34% yield). (1) The reactants are Br[C:2]1[CH:7]=[CH:6][C:5]([NH:8][C:9](=[O:23])[C@H:10]([NH:15][C:16](=[O:22])[O:17][C:18]([CH3:21])([CH3:20])[CH3:19])[CH2:11][CH:12]([CH3:14])[CH3:13])=[CH:4][C:3]=1[O:24][CH3:25].[N:26]1[CH:31]=[CH:30][C:29](B(O)O)=[CH:28][CH:27]=1.C([O-])([O-])=O.[Na+].[Na+].C(O)C. The catalyst is O.C1(C)C=CC=CC=1.C1C=CC([P]([Pd]([P](C2C=CC=CC=2)(C2C=CC=CC=2)C2C=CC=CC=2)([P](C2C=CC=CC=2)(C2C=CC=CC=2)C2C=CC=CC=2)[P](C2C=CC=CC=2)(C2C=CC=CC=2)C2C=CC=CC=2)(C2C=CC=CC=2)C2C=CC=CC=2)=CC=1. The product is [CH3:25][O:24][C:3]1[CH:4]=[C:5]([NH:8][C:9](=[O:23])[C@H:10]([NH:15][C:16](=[O:22])[O:17][C:18]([CH3:21])([CH3:20])[CH3:19])[CH2:11][CH:12]([CH3:14])[CH3:13])[CH:6]=[CH:7][C:2]=1[C:29]1[CH:30]=[CH:31][N:26]=[CH:27][CH:28]=1. The yield is 0.760. (2) The product is [CH3:24][O:23][C:8]1[CH:9]=[C:10]([CH:21]=[CH:22][C:7]=1[B:28]1[O:29][C:30]([CH3:32])([CH3:31])[C:26]([CH3:42])([CH3:25])[O:27]1)[C:11]([O:13][CH2:14][C:15]1[CH:20]=[CH:19][CH:18]=[CH:17][CH:16]=1)=[O:12]. The catalyst is C1C=CC(P(C2C=CC=CC=2)[C-]2C=CC=C2)=CC=1.C1C=CC(P(C2C=CC=CC=2)[C-]2C=CC=C2)=CC=1.Cl[Pd]Cl.[Fe+2].CN(C=O)C. The yield is 0.340. The reactants are CC([O-])=O.[K+].Br[C:7]1[CH:22]=[CH:21][C:10]([C:11]([O:13][CH2:14][C:15]2[CH:20]=[CH:19][CH:18]=[CH:17][CH:16]=2)=[O:12])=[CH:9][C:8]=1[O:23][CH3:24].[CH3:25][C:26]1([CH3:42])[C:30]([CH3:32])([CH3:31])[O:29][B:28]([B:28]2[O:29][C:30]([CH3:32])([CH3:31])[C:26]([CH3:42])([CH3:25])[O:27]2)[O:27]1. (3) The reactants are [N+:1]([C:4]1[CH:9]=[CH:8][C:7]([C@H:10]2[O:15][CH2:14][C@@H:13]([NH:16][C:17](=[O:24])[C:18]3[CH:23]=[CH:22][CH:21]=[CH:20][CH:19]=3)[CH2:12][O:11]2)=[CH:6][CH:5]=1)([O-])=O.[H][H]. The product is [NH2:1][C:4]1[CH:9]=[CH:8][C:7]([C@H:10]2[O:15][CH2:14][C@@H:13]([NH:16][C:17](=[O:24])[C:18]3[CH:23]=[CH:22][CH:21]=[CH:20][CH:19]=3)[CH2:12][O:11]2)=[CH:6][CH:5]=1. The catalyst is C(Cl)(Cl)Cl.CO. The yield is 0.850. (4) The reactants are [N+:1]([C:4]1[CH:9]=[CH:8][N+:7]([O-])=[CH:6][C:5]=1[N:11]1[CH2:16][CH2:15][N:14]([CH:17]2[CH2:20][O:19][CH2:18]2)[CH2:13][CH2:12]1)([O-])=O.CCOC(C)=O. The catalyst is CO.[Ni]. The product is [O:19]1[CH2:20][CH:17]([N:14]2[CH2:13][CH2:12][N:11]([C:5]3[CH:6]=[N:7][CH:8]=[CH:9][C:4]=3[NH2:1])[CH2:16][CH2:15]2)[CH2:18]1. The yield is 1.00. (5) The reactants are [H-].[Na+].[C:3](=[O:10])([O:7][CH2:8][CH3:9])OCC.[H-].[Na+].C1COCC1.[CH3:18][O:19][C:20]1[CH:21]=[C:22]2[C:27](=[CH:28][CH:29]=1)[C:26](=[O:30])[CH2:25][CH2:24][CH2:23]2. The catalyst is C1COCC1.CCOCC.CC(O)=O. The product is [CH2:8]([O:7][C:3]([CH:25]1[CH2:24][CH2:23][C:22]2[C:27](=[CH:28][CH:29]=[C:20]([O:19][CH3:18])[CH:21]=2)[C:26]1=[O:30])=[O:10])[CH3:9]. The yield is 0.918. (6) The reactants are [H-].[Na+].[Br:3][C:4]1[CH:5]=[C:6]([OH:11])[C:7](=[CH:9][CH:10]=1)[OH:8].Cl.Cl[CH2:14][CH2:15][N:16]1[CH2:21][CH2:20][O:19][CH2:18][CH2:17]1.[OH2:22]. The catalyst is CN(C=O)C. The product is [O:19]1[CH2:20][CH2:21][N:16]([CH2:15][CH2:14][O:11][C:6]2[CH:5]=[C:4]([Br:3])[CH:10]=[CH:9][C:7]=2[O:8][CH2:14][CH2:15][N:16]2[CH2:21][CH2:20][O:22][CH2:18][CH2:17]2)[CH2:17][CH2:18]1. The yield is 0.360.